From a dataset of Full USPTO retrosynthesis dataset with 1.9M reactions from patents (1976-2016). Predict the reactants needed to synthesize the given product. (1) Given the product [CH3:1][O:10][C:11]1[C:20]2[O:19][CH2:18][CH2:17][O:16][C:15]=2[CH:14]=[CH:13][C:12]=1[C:21](=[O:23])[CH3:22], predict the reactants needed to synthesize it. The reactants are: [C:1]([O-])([O-])=O.[K+].[K+].CI.O.[OH:10][C:11]1[C:20]2[O:19][CH2:18][CH2:17][O:16][C:15]=2[CH:14]=[CH:13][C:12]=1[C:21](=[O:23])[CH3:22]. (2) Given the product [Br:1][C:2]1[CH:3]=[C:4]([CH:5]=[CH:6][CH:7]=1)[O:8][CH2:11][C:12]1[N:16]=[CH:15][N:14]([CH3:17])[N:13]=1, predict the reactants needed to synthesize it. The reactants are: [Br:1][C:2]1[CH:3]=[C:4]([OH:8])[CH:5]=[CH:6][CH:7]=1.Cl.Cl[CH2:11][C:12]1[N:16]=[CH:15][N:14]([CH3:17])[N:13]=1.C([O-])([O-])=O.[K+].[K+].O. (3) Given the product [NH:12]1[C:13]2[C:9](=[C:8]([C:6]3[CH:7]=[C:2]([NH:24][CH2:21][CH2:22][CH3:23])[C:3]4[CH:19]=[N:18][N:17]([CH3:20])[C:4]=4[N:5]=3)[CH:16]=[CH:15][CH:14]=2)[CH:10]=[N:11]1, predict the reactants needed to synthesize it. The reactants are: Cl[C:2]1[CH:7]=[C:6]([C:8]2[CH:16]=[CH:15][CH:14]=[C:13]3[C:9]=2[CH:10]=[N:11][NH:12]3)[N:5]=[C:4]2[N:17]([CH3:20])[N:18]=[CH:19][C:3]=12.[CH2:21]([NH2:24])[CH2:22][CH3:23].O.C1(C)C=CC(S(O)(=O)=O)=CC=1. (4) Given the product [CH3:31][O:30][C:28](=[O:29])[CH2:27][CH2:26][CH2:25][N:15]1[CH2:16][CH2:17][CH2:18][CH2:19][C@H:14]1[CH2:13][O:12][C:11]1[CH:20]=[CH:21][C:8]([O:7][C:6]2[CH:22]=[CH:23][C:3]([Cl:2])=[CH:4][CH:5]=2)=[CH:9][CH:10]=1, predict the reactants needed to synthesize it. The reactants are: Cl.[Cl:2][C:3]1[CH:23]=[CH:22][C:6]([O:7][C:8]2[CH:21]=[CH:20][C:11]([O:12][CH2:13][C@@H:14]3[CH2:19][CH2:18][CH2:17][CH2:16][NH:15]3)=[CH:10][CH:9]=2)=[CH:5][CH:4]=1.Br[CH2:25][CH2:26][CH2:27][C:28]([O:30][CH3:31])=[O:29].C(N(CC)CC)C. (5) Given the product [CH3:12][S:13]([CH2:11][CH2:10][C:7]1[CH:6]=[CH:5][C:4]([N+:1]([O-:3])=[O:2])=[CH:9][N:8]=1)(=[O:15])=[O:14], predict the reactants needed to synthesize it. The reactants are: [N+:1]([C:4]1[CH:5]=[CH:6][C:7]([CH:10]=[CH2:11])=[N:8][CH:9]=1)([O-:3])=[O:2].[CH3:12][S:13]([O-:15])=[O:14].[Na+].C(O)(=O)C. (6) Given the product [F:1][C:2]([F:10])([F:11])[C:3]1[CH:8]=[CH:7][CH:6]=[CH:5][C:4]=1[O:9][C:19](=[O:21])[CH3:20], predict the reactants needed to synthesize it. The reactants are: [F:1][C:2]([F:11])([F:10])[C:3]1[CH:8]=[CH:7][CH:6]=[CH:5][C:4]=1[OH:9].C(N(CC)CC)C.[C:19](OC(=O)C)(=[O:21])[CH3:20]. (7) Given the product [S:18]([N:11]1[C:12]2=[N:13][CH:14]=[CH:15][CH:16]=[C:17]2[C:9]([C:30]2[CH:31]=[C:32]([NH:35][C:36](=[O:42])[O:37][C:38]([CH3:40])([CH3:39])[CH3:41])[S:33][CH:34]=2)=[CH:10]1)([C:21]1[CH:27]=[CH:26][C:24]([CH3:25])=[CH:23][CH:22]=1)(=[O:20])=[O:19], predict the reactants needed to synthesize it. The reactants are: CC1(C)C(C)(C)OB([C:9]2[C:17]3[C:12](=[N:13][CH:14]=[CH:15][CH:16]=3)[N:11]([S:18]([C:21]3[CH:27]=[CH:26][C:24]([CH3:25])=[CH:23][CH:22]=3)(=[O:20])=[O:19])[CH:10]=2)O1.Br[C:30]1[CH:31]=[C:32]([NH:35][C:36](=[O:42])[O:37][C:38]([CH3:41])([CH3:40])[CH3:39])[S:33][CH:34]=1.C(=O)([O-])[O-].[K+].[K+].O.